Dataset: NCI-60 drug combinations with 297,098 pairs across 59 cell lines. Task: Regression. Given two drug SMILES strings and cell line genomic features, predict the synergy score measuring deviation from expected non-interaction effect. (1) Drug 1: C1=CC(=CC=C1CCC2=CNC3=C2C(=O)NC(=N3)N)C(=O)NC(CCC(=O)O)C(=O)O. Drug 2: C1C(C(OC1N2C=NC(=NC2=O)N)CO)O. Cell line: HCC-2998. Synergy scores: CSS=32.3, Synergy_ZIP=-8.04, Synergy_Bliss=-8.83, Synergy_Loewe=-2.37, Synergy_HSA=-1.47. (2) Drug 1: CC1=C2C(C(=O)C3(C(CC4C(C3C(C(C2(C)C)(CC1OC(=O)C(C(C5=CC=CC=C5)NC(=O)OC(C)(C)C)O)O)OC(=O)C6=CC=CC=C6)(CO4)OC(=O)C)OC)C)OC. Drug 2: C1=CC=C(C=C1)NC(=O)CCCCCCC(=O)NO. Cell line: SK-MEL-2. Synergy scores: CSS=42.8, Synergy_ZIP=-6.76, Synergy_Bliss=-8.26, Synergy_Loewe=-8.13, Synergy_HSA=-3.17. (3) Drug 1: C1=NC2=C(N=C(N=C2N1C3C(C(C(O3)CO)O)O)F)N. Drug 2: C1CN(P(=O)(OC1)NCCCl)CCCl. Cell line: SK-MEL-5. Synergy scores: CSS=0.830, Synergy_ZIP=-0.383, Synergy_Bliss=0.558, Synergy_Loewe=0.850, Synergy_HSA=-0.213. (4) Drug 1: C(=O)(N)NO. Drug 2: C1CCC(C(C1)N)N.C(=O)(C(=O)[O-])[O-].[Pt+4]. Cell line: KM12. Synergy scores: CSS=22.6, Synergy_ZIP=-4.16, Synergy_Bliss=9.49, Synergy_Loewe=-8.93, Synergy_HSA=3.28. (5) Drug 1: C1C(C(OC1N2C=NC3=C2NC=NCC3O)CO)O. Drug 2: N.N.Cl[Pt+2]Cl. Cell line: CAKI-1. Synergy scores: CSS=27.4, Synergy_ZIP=-8.28, Synergy_Bliss=-0.832, Synergy_Loewe=-1.35, Synergy_HSA=-1.91. (6) Drug 1: C1=CC=C(C(=C1)C(C2=CC=C(C=C2)Cl)C(Cl)Cl)Cl. Drug 2: CC1CCCC2(C(O2)CC(NC(=O)CC(C(C(=O)C(C1O)C)(C)C)O)C(=CC3=CSC(=N3)C)C)C. Cell line: SF-295. Synergy scores: CSS=50.6, Synergy_ZIP=0.980, Synergy_Bliss=-0.642, Synergy_Loewe=-43.9, Synergy_HSA=0.679. (7) Synergy scores: CSS=27.4, Synergy_ZIP=-7.79, Synergy_Bliss=-0.296, Synergy_Loewe=-1.96, Synergy_HSA=-1.85. Drug 2: N.N.Cl[Pt+2]Cl. Drug 1: C1C(C(OC1N2C=NC3=C(N=C(N=C32)Cl)N)CO)O. Cell line: SK-OV-3.